This data is from Catalyst prediction with 721,799 reactions and 888 catalyst types from USPTO. The task is: Predict which catalyst facilitates the given reaction. (1) Reactant: [NH2:1][C:2]1[CH:3]=[C:4]2[C:8](=[CH:9][CH:10]=1)[NH:7][CH:6]=[C:5]2[C:11]1[CH2:16][CH2:15][CH:14]([N:17]([CH3:25])[C:18](=[O:24])[O:19][C:20]([CH3:23])([CH3:22])[CH3:21])[CH2:13][CH:12]=1.I.CS[C:29]([C:31]1[S:32][CH:33]=[CH:34][CH:35]=1)=[NH:30]. Product: [CH3:25][N:17]([CH:14]1[CH2:15][CH2:16][C:11]([C:5]2[C:4]3[C:8](=[CH:9][CH:10]=[C:2]([NH:1][C:29]([C:31]4[S:32][CH:33]=[CH:34][CH:35]=4)=[NH:30])[CH:3]=3)[NH:7][CH:6]=2)=[CH:12][CH2:13]1)[C:18](=[O:24])[O:19][C:20]([CH3:21])([CH3:22])[CH3:23]. The catalyst class is: 8. (2) Reactant: [Cl:1][C:2]1[CH:3]=[C:4]([C@@:9]23[CH2:15][C@@H:14]2[CH2:13][NH:12][CH2:11][CH2:10]3)[CH:5]=[CH:6][C:7]=1[Cl:8].Cl. Product: [ClH:1].[Cl:1][C:2]1[CH:3]=[C:4]([C@@:9]23[CH2:15][C@@H:14]2[CH2:13][NH:12][CH2:11][CH2:10]3)[CH:5]=[CH:6][C:7]=1[Cl:8]. The catalyst class is: 2. (3) Reactant: [OH:1][C@@H:2]1[C@H:7]2[C@H:8]3[C@H:18]([CH2:19][CH2:20][C@:5]2([CH3:6])[C:4](=O)[CH2:3]1)[C@:16]1([CH3:17])[C:11](=[CH:12][C:13](=[O:21])[CH2:14][CH2:15]1)[CH2:10][CH2:9]3.[C:23](OC(=O)C)(=[O:25])[CH3:24].[OH2:30]. The catalyst class is: 453. Product: [C:23]([O:1][C@@H:2]1[C@H:7]2[C@H:8]3[C@H:18]([CH2:19][CH2:20][C@:5]2([CH3:6])[CH2:4][CH2:3]1)[C@:16]1([CH3:17])[C:11](=[CH:12][C:13](=[O:21])[CH2:14][CH2:15]1)[CH2:10][C:9]3=[O:30])(=[O:25])[CH3:24]. (4) Reactant: [Cl:1][C:2]1[CH:3]=[C:4](/[C:12](=[N:22]\[O:23][CH:24]2[CH2:28][CH2:27][CH2:26][CH2:25]2)/[C:13]([NH:15][C:16]2C=CN(C)[N:17]=2)=[O:14])[CH:5]=[CH:6][C:7]=1[S:8]([CH3:11])(=[O:10])=[O:9].[CH3:29][C:30]1N=C(N)[S:32][N:31]=1.C(N(CC)C(C)C)(C)C. Product: [Cl:1][C:2]1[CH:3]=[C:4](/[C:12](=[N:22]\[O:23][CH:24]2[CH2:25][CH2:26][CH2:27][CH2:28]2)/[C:13]([NH:15][C:16]2[S:32][N:31]=[C:30]([CH3:29])[N:17]=2)=[O:14])[CH:5]=[CH:6][C:7]=1[S:8]([CH3:11])(=[O:10])=[O:9]. The catalyst class is: 10.